From a dataset of Retrosynthesis with 50K atom-mapped reactions and 10 reaction types from USPTO. Predict the reactants needed to synthesize the given product. (1) Given the product C[C@H]1COCc2nc3c(N)nc4cc(O)ccc4c3n21, predict the reactants needed to synthesize it. The reactants are: C[C@H]1COCc2nc3c(N)nc4cc(OCc5ccccc5)ccc4c3n21. (2) Given the product COC(=O)c1cc(Oc2ccc(C(F)(F)F)cc2Cl)cc(Cl)n1, predict the reactants needed to synthesize it. The reactants are: COC(=O)c1cc(Cl)cc(Cl)n1.Oc1ccc(C(F)(F)F)cc1Cl. (3) Given the product FC(F)(F)c1nnc2ccc(N3CCCN(Cc4ccc(Cl)cc4)CC3)nn12, predict the reactants needed to synthesize it. The reactants are: FC(F)(F)c1nnc2ccc(N3CCCNCC3)nn12.O=Cc1ccc(Cl)cc1.